This data is from Forward reaction prediction with 1.9M reactions from USPTO patents (1976-2016). The task is: Predict the product of the given reaction. (1) Given the reactants [NH:1]1[C:9]2[C:4](=[CH:5][C:6]([CH2:10][OH:11])=[CH:7][CH:8]=2)[CH:3]=[CH:2]1.C(N(CC)CC)C.[CH3:19][C:20]([Si:23](Cl)([CH3:25])[CH3:24])([CH3:22])[CH3:21], predict the reaction product. The product is: [Si:23]([O:11][CH2:10][C:6]1[CH:5]=[C:4]2[C:9](=[CH:8][CH:7]=1)[NH:1][CH:2]=[CH:3]2)([C:20]([CH3:22])([CH3:21])[CH3:19])([CH3:25])[CH3:24]. (2) Given the reactants [CH3:1][O:2][C:3]([C:5]1[S:6][C:7]([C:14]2[CH:19]=[CH:18][CH:17]=[CH:16][CH:15]=2)=[CH:8][C:9]=1[NH:10][N:11]([CH3:13])[CH3:12])=[O:4].N#N.[Cl:22][C:23]1[CH:31]=[C:30]([Cl:32])[CH:29]=[CH:28][C:24]=1[C:25](Cl)=[O:26], predict the reaction product. The product is: [CH3:1][O:2][C:3]([C:5]1[S:6][C:7]([C:14]2[CH:19]=[CH:18][CH:17]=[CH:16][CH:15]=2)=[CH:8][C:9]=1[N:10]([C:25](=[O:26])[C:24]1[CH:28]=[CH:29][C:30]([Cl:32])=[CH:31][C:23]=1[Cl:22])[N:11]([CH3:13])[CH3:12])=[O:4]. (3) Given the reactants CC(C)([O-])C.[Na+].[CH:7]1([N:11]2[CH2:16][CH2:15][CH:14]([O:17][CH:18]3[CH2:23][CH2:22][NH:21][CH2:20][CH2:19]3)[CH2:13][CH2:12]2)[CH2:10][CH2:9][CH2:8]1.Br[C:25]1[CH:30]=[CH:29][C:28]([C:31]2[O:35][N:34]=[C:33]([CH3:36])[N:32]=2)=[C:27]([F:37])[CH:26]=1, predict the reaction product. The product is: [CH:7]1([N:11]2[CH2:16][CH2:15][CH:14]([O:17][CH:18]3[CH2:23][CH2:22][N:21]([C:25]4[CH:30]=[CH:29][C:28]([C:31]5[O:35][N:34]=[C:33]([CH3:36])[N:32]=5)=[C:27]([F:37])[CH:26]=4)[CH2:20][CH2:19]3)[CH2:13][CH2:12]2)[CH2:10][CH2:9][CH2:8]1. (4) Given the reactants [CH2:1]([O:3][CH:4]1[CH2:6][CH:5]1[C:7]([O:9]CC)=[O:8])[CH3:2].[OH-].[Li+:13], predict the reaction product. The product is: [Li+:13].[CH2:1]([O:3][CH:4]1[CH2:6][CH:5]1[C:7]([O-:9])=[O:8])[CH3:2]. (5) The product is: [Cl:16][C:17]1[N:21]([CH2:2][C:3]2[C:12]3[C:7](=[C:8]([F:14])[C:9]([F:13])=[CH:10][CH:11]=3)[NH:6][C:5](=[O:15])[CH:4]=2)[C:20]2[CH:22]=[CH:23][CH:24]=[CH:25][C:19]=2[N:18]=1. Given the reactants Br[CH2:2][C:3]1[C:12]2[C:7](=[C:8]([F:14])[C:9]([F:13])=[CH:10][CH:11]=2)[NH:6][C:5](=[O:15])[CH:4]=1.[Cl:16][C:17]1[NH:21][C:20]2[CH:22]=[CH:23][CH:24]=[CH:25][C:19]=2[N:18]=1, predict the reaction product. (6) The product is: [C:1]([C:5]1[O:9][N:8]=[C:7]([NH:10][C:11]([NH:13][C:14]2[CH:19]=[CH:18][CH:17]=[C:16]([O:20][C:22]3[C:31]4[C:26](=[CH:27][CH:28]=[CH:29][C:30]=4[CH3:32])[N:25]=[CH:24][N:23]=3)[CH:15]=2)=[O:12])[CH:6]=1)([CH3:4])([CH3:2])[CH3:3]. Given the reactants [C:1]([C:5]1[O:9][N:8]=[C:7]([NH:10][C:11]([NH:13][C:14]2[CH:19]=[CH:18][CH:17]=[C:16]([OH:20])[CH:15]=2)=[O:12])[CH:6]=1)([CH3:4])([CH3:3])[CH3:2].Cl[C:22]1[C:31]2[C:26](=[CH:27][CH:28]=[CH:29][C:30]=2[CH3:32])[N:25]=[CH:24][N:23]=1, predict the reaction product. (7) Given the reactants [NH2:1][C:2]1[CH:3]=[C:4]([N+:8]([O-:10])=[O:9])[CH:5]=[CH:6][CH:7]=1.[CH3:11][C:12]1([CH3:19])[CH2:17][C:16](=[O:18])[O:15][C:13]1=[O:14], predict the reaction product. The product is: [CH3:11][C:12]([CH3:19])([C:13]([NH:1][C:2]1[CH:7]=[CH:6][CH:5]=[C:4]([N+:8]([O-:10])=[O:9])[CH:3]=1)=[O:14])[CH2:17][C:16]([OH:18])=[O:15]. (8) Given the reactants [NH:1]1[CH2:4][CH:3]([NH:5]C(=O)OC(C)(C)C)[CH2:2]1.[F:13][CH2:14][C:15](=O)[CH2:16][F:17].C(O[BH-](OC(=O)C)OC(=O)C)(=O)C.[Na+], predict the reaction product. The product is: [F:13][CH2:14][CH:15]([N:1]1[CH2:2][CH:3]([NH2:5])[CH2:4]1)[CH2:16][F:17]. (9) Given the reactants [CH3:1][O:2][C:3]1[CH:4]=[C:5]2[C:10](=[CH:11][C:12]=1[O:13][CH3:14])[N:9]=[CH:8][CH:7]=[C:6]2[O:15][C:16]1[CH:21]=[CH:20][C:19]([C:22]2[C:23](=[O:31])[N:24]([CH3:30])[C:25](SC)=[N:26][CH:27]=2)=[CH:18][C:17]=1[F:32].C(O)(C(F)(F)F)=[O:34].OO.NC(N)=O.FC(F)(F)C(OC(=O)C(F)(F)F)=O, predict the reaction product. The product is: [CH3:1][O:2][C:3]1[CH:4]=[C:5]2[C:10](=[CH:11][C:12]=1[O:13][CH3:14])[N:9]=[CH:8][CH:7]=[C:6]2[O:15][C:16]1[CH:21]=[CH:20][C:19]([C:22]2[C:23](=[O:31])[N:24]([CH3:30])[C:25]([OH:34])=[N:26][CH:27]=2)=[CH:18][C:17]=1[F:32]. (10) Given the reactants [Cl:1][C:2]1[C:3]([F:28])=[C:4]([CH:8]2[CH2:12][NH:11][CH:10]([CH2:13][C:14]([CH3:17])([CH3:16])[CH3:15])[C:9]2([C:20]2[CH:25]=[CH:24][C:23]([Cl:26])=[CH:22][C:21]=2[F:27])[C:18]#[N:19])[CH:5]=[CH:6][CH:7]=1.[CH2:29]([O:31][C:32](=[O:42])[C:33]1[CH:38]=[CH:37][C:36]([N:39]=[C:40]=[O:41])=[CH:35][CH:34]=1)[CH3:30].C(N(CC)CC)C.O, predict the reaction product. The product is: [CH2:29]([O:31][C:32](=[O:42])[C:33]1[CH:38]=[CH:37][C:36]([NH:39][C:40]([N:11]2[CH2:12][C@H:8]([C:4]3[CH:5]=[CH:6][CH:7]=[C:2]([Cl:1])[C:3]=3[F:28])[C@:9]([C:20]3[CH:25]=[CH:24][C:23]([Cl:26])=[CH:22][C:21]=3[F:27])([C:18]#[N:19])[C@@H:10]2[CH2:13][C:14]([CH3:17])([CH3:16])[CH3:15])=[O:41])=[CH:35][CH:34]=1)[CH3:30].